From a dataset of Forward reaction prediction with 1.9M reactions from USPTO patents (1976-2016). Predict the product of the given reaction. (1) Given the reactants [Cl:1][C:2]1[CH:7]=[CH:6][C:5]([C:8]2([C:12]([N:14]3[CH2:19][CH2:18][CH2:17][CH:16]([CH2:20]OS(C)(=O)=O)[CH2:15]3)=[O:13])[CH2:11][CH2:10][CH2:9]2)=[CH:4][CH:3]=1.[Cl:26][C:27]1[CH:32]=[CH:31][CH:30]=[CH:29][C:28]=1[N:33]1[CH2:38][CH2:37][NH:36][CH2:35][CH2:34]1.C(=O)([O-])[O-].[Cs+].[Cs+], predict the reaction product. The product is: [Cl:1][C:2]1[CH:7]=[CH:6][C:5]([C:8]2([C:12]([N:14]3[CH2:19][CH2:18][CH2:17][CH:16]([CH2:20][N:36]4[CH2:35][CH2:34][N:33]([C:28]5[CH:29]=[CH:30][CH:31]=[CH:32][C:27]=5[Cl:26])[CH2:38][CH2:37]4)[CH2:15]3)=[O:13])[CH2:11][CH2:10][CH2:9]2)=[CH:4][CH:3]=1. (2) Given the reactants [Cl:1][C:2]1[N:10]=[CH:9][C:8]([CH2:11][N:12]2[C:16]([CH3:17])=[C:15]([C:18]3[CH:23]=[CH:22][C:21]([C:24]#[N:25])=[C:20]([Cl:26])[CH:19]=3)[C:14]([CH3:27])=[N:13]2)=[CH:7][C:3]=1[C:4](O)=[O:5].C1N=C[N:30](C(N2C=NC=C2)=O)[CH:29]=1.C1COCC1.CN.C1COCC1, predict the reaction product. The product is: [Cl:1][C:2]1[N:10]=[CH:9][C:8]([CH2:11][N:12]2[C:16]([CH3:17])=[C:15]([C:18]3[CH:23]=[CH:22][C:21]([C:24]#[N:25])=[C:20]([Cl:26])[CH:19]=3)[C:14]([CH3:27])=[N:13]2)=[CH:7][C:3]=1[C:4]([NH:30][CH3:29])=[O:5]. (3) Given the reactants Cl.[Cl:2][C:3]1[CH:12]=[C:11]([CH3:13])[C:10]2[CH2:9][NH:8][CH2:7][CH2:6][C:5]=2[N:4]=1.[CH:14]1([C:17](=[O:23])[CH2:18][C:19](OC)=[O:20])[CH2:16][CH2:15]1.N1(C2C=CN=CC=2)CCCC1.CCN(C(C)C)C(C)C, predict the reaction product. The product is: [Cl:2][C:3]1[CH:12]=[C:11]([CH3:13])[C:10]2[CH2:9][N:8]([C:19](=[O:20])[CH2:18][C:17]([CH:14]3[CH2:16][CH2:15]3)=[O:23])[CH2:7][CH2:6][C:5]=2[N:4]=1.